This data is from Full USPTO retrosynthesis dataset with 1.9M reactions from patents (1976-2016). The task is: Predict the reactants needed to synthesize the given product. (1) Given the product [OH:21][C:18]1([CH2:25][CH2:26][CH3:27])[CH2:17][CH2:16][C:13]2([C:12](=[O:22])[N:11]([C:8]3[CH:9]=[CH:10][C:5]([O:4][CH2:3][C:2]([F:1])([F:23])[F:24])=[CH:6][CH:7]=3)[CH2:15][CH2:14]2)[CH2:20][CH2:19]1, predict the reactants needed to synthesize it. The reactants are: [F:1][C:2]([F:24])([F:23])[CH2:3][O:4][C:5]1[CH:10]=[CH:9][C:8]([N:11]2[CH2:15][CH2:14][C:13]3([CH2:20][CH2:19][C:18](=[O:21])[CH2:17][CH2:16]3)[C:12]2=[O:22])=[CH:7][CH:6]=1.[CH2:25]([Mg]Cl)[CH2:26][CH3:27]. (2) Given the product [O:49]=[S:2]1(=[O:1])[CH2:7][CH2:6][N:5]([CH2:8][CH2:9][NH:10][C@:11]23[CH2:46][CH2:45][C@@H:44]([CH2:47][OH:48])[C@@H:12]2[C@@H:13]2[C@@:26]([CH3:29])([CH2:27][CH2:28]3)[C@@:25]3([CH3:30])[C@@H:16]([C@:17]4([CH3:43])[C@@H:22]([CH2:23][CH2:24]3)[C:21]([CH3:32])([CH3:31])[C:20]([C:33]3[CH:42]=[CH:41][C:36]([C:37]([OH:39])=[O:38])=[CH:35][CH:34]=3)=[CH:19][CH2:18]4)[CH2:15][CH2:14]2)[CH2:4][CH2:3]1, predict the reactants needed to synthesize it. The reactants are: [O:1]=[S:2]1(=[O:49])[CH2:7][CH2:6][N:5]([CH2:8][CH2:9][NH:10][C@:11]23[CH2:46][CH2:45][C@@H:44]([CH2:47][OH:48])[C@@H:12]2[C@@H:13]2[C@@:26]([CH3:29])([CH2:27][CH2:28]3)[C@@:25]3([CH3:30])[C@@H:16]([C@:17]4([CH3:43])[C@@H:22]([CH2:23][CH2:24]3)[C:21]([CH3:32])([CH3:31])[C:20]([C:33]3[CH:42]=[CH:41][C:36]([C:37]([O:39]C)=[O:38])=[CH:35][CH:34]=3)=[CH:19][CH2:18]4)[CH2:15][CH2:14]2)[CH2:4][CH2:3]1.O.[OH-].[Li+].O1CCCC1.